Predict the reaction yield, written as a fraction of the theoretical maximum amount of product (1.0 means a 100% yield; for example, 0.34 means a 34% yield). From a dataset of Reaction yield outcomes from USPTO patents with 853,638 reactions. (1) The reactants are C[O:2][C:3]([C:5]1[CH:10]=[CH:9][C:8]([C:11]2[C:12]([CH3:55])([CH3:54])[C@H:13]3[C@:26]([CH3:29])([CH2:27][CH:28]=2)[C@@H:25]2[C@:16]([CH3:53])([C@@:17]4([CH3:52])[C@H:22]([CH2:23][CH2:24]2)[C@H:21]2[C@H:30]([C:33]([CH3:35])=[CH2:34])[CH2:31][CH2:32][C@:20]2([NH:36][CH2:37][CH2:38][N:39]2[CH2:44][CH2:43][N:42]([C:45]([O:47][C:48]([CH3:51])([CH3:50])[CH3:49])=[O:46])[CH2:41][CH2:40]2)[CH2:19][CH2:18]4)[CH2:15][CH2:14]3)=[CH:7][CH:6]=1)=[O:4].[OH-].[Na+]. The catalyst is O1CCOCC1. The product is [C:48]([O:47][C:45]([N:42]1[CH2:41][CH2:40][N:39]([CH2:38][CH2:37][NH:36][C@:20]23[CH2:32][CH2:31][C@@H:30]([C:33]([CH3:35])=[CH2:34])[C@@H:21]2[C@@H:22]2[C@@:17]([CH3:52])([CH2:18][CH2:19]3)[C@@:16]3([CH3:53])[C@@H:25]([C@:26]4([CH3:29])[C@@H:13]([CH2:14][CH2:15]3)[C:12]([CH3:55])([CH3:54])[C:11]([C:8]3[CH:9]=[CH:10][C:5]([C:3]([OH:4])=[O:2])=[CH:6][CH:7]=3)=[CH:28][CH2:27]4)[CH2:24][CH2:23]2)[CH2:44][CH2:43]1)=[O:46])([CH3:49])([CH3:50])[CH3:51]. The yield is 0.390. (2) The reactants are [CH3:1][N:2]([C:4]1[CH:5]=[C:6]([O:10][CH2:11][CH2:12][CH2:13][Si:14]([O:19][CH3:20])(OC)OC)[CH:7]=[CH:8][CH:9]=1)[CH3:3].[CH2:21]([Mg]Cl)[CH2:22][CH3:23].O1C[CH2:29][CH2:28][CH2:27]1. The catalyst is C(OCC)C. The product is [CH3:3][N:2]([C:4]1[CH:5]=[C:6]([O:10][CH2:11][CH2:12][CH2:13][Si:14]([CH2:27][CH2:28][CH3:29])([CH2:21][CH2:22][CH3:23])[O:19][CH3:20])[CH:7]=[CH:8][CH:9]=1)[CH3:1]. The yield is 0.800. (3) The reactants are [CH3:1][O:2][C:3]1[CH:8]=[CH:7][C:6]([C:9](=O)[CH3:10])=[CH:5][CH:4]=1.[NH2:12][C:13]([NH2:15])=[S:14]. No catalyst specified. The product is [NH2:15][C:13]1[S:14][CH:10]=[C:9]([C:6]2[CH:7]=[CH:8][C:3]([O:2][CH3:1])=[CH:4][CH:5]=2)[N:12]=1. The yield is 0.852. (4) The reactants are Cl[C:2]1[CH:7]=[CH:6][C:5]([C@H:8]2[CH2:12][CH2:11][C@H:10]([C:13]3[CH:18]=[CH:17][C:16]([Cl:19])=[C:15]([N+:20]([O-:22])=[O:21])[CH:14]=3)[N:9]2[C:23]2[CH:28]=[C:27]([F:29])[C:26]([N:30]3[CH2:35][CH2:34][CH:33]([C:36]4[CH:41]=[CH:40][CH:39]=[CH:38][CH:37]=4)[CH2:32][CH2:31]3)=[C:25]([F:42])[CH:24]=2)=[CH:4][C:3]=1[N+:43]([O-:45])=[O:44].[C:46]([C@@H:49]1[CH2:53][CH2:52][CH2:51][N:50]1[C:54](=[O:64])[C@@H:55]([NH:59][C:60](=[O:63])[O:61][CH3:62])[CH:56]([CH3:58])[CH3:57])(=[O:48])[NH2:47].C(=O)([O-])[O-].[Cs+].[Cs+].CC1(C)C2C(=C(P(C3C=CC=CC=3)C3C=CC=CC=3)C=CC=2)OC2C(P(C3C=CC=CC=3)C3C=CC=CC=3)=CC=CC1=2. The catalyst is O1CCOCC1.C1C=CC(/C=C/C(/C=C/C2C=CC=CC=2)=O)=CC=1.C1C=CC(/C=C/C(/C=C/C2C=CC=CC=2)=O)=CC=1.[Pd]. The product is [Cl:19][C:16]1[CH:17]=[CH:18][C:13]([C@@H:10]2[N:9]([C:23]3[CH:24]=[C:25]([F:42])[C:26]([N:30]4[CH2:35][CH2:34][CH:33]([C:36]5[CH:37]=[CH:38][CH:39]=[CH:40][CH:41]=5)[CH2:32][CH2:31]4)=[C:27]([F:29])[CH:28]=3)[C@@H:8]([C:5]3[CH:6]=[CH:7][C:2]([NH:47][C:46]([C@@H:49]4[CH2:53][CH2:52][CH2:51][N:50]4[C:54](=[O:64])[C@@H:55]([NH:59][C:60](=[O:63])[O:61][CH3:62])[CH:56]([CH3:58])[CH3:57])=[O:48])=[C:3]([N+:43]([O-:45])=[O:44])[CH:4]=3)[CH2:12][CH2:11]2)=[CH:14][C:15]=1[N+:20]([O-:22])=[O:21]. The yield is 0.430. (5) The product is [NH2:7][C:10]1[CH:20]=[CH:19][CH:18]=[CH:17][C:11]=1[O:12][CH2:13][CH2:14][C:15]#[N:16]. The reactants are C(OCC)(=O)C.[N+:7]([C:10]1[CH:20]=[CH:19][CH:18]=[CH:17][C:11]=1[O:12][CH2:13][CH2:14][C:15]#[N:16])([O-])=O.[H][H]. The catalyst is [Pd]. The yield is 0.980. (6) The reactants are [CH2:1]([CH:3]([CH2:6][CH2:7][CH2:8][CH3:9])[CH2:4][OH:5])[CH3:2].[SH:10][C:11]1[CH:19]=[CH:18][CH:17]=[CH:16][C:12]=1[C:13](O)=[O:14].S(=O)(=O)(O)O. The catalyst is O.C1(C)C=CC=CC=1. The product is [SH:10][C:11]1[CH:19]=[CH:18][CH:17]=[CH:16][C:12]=1[C:13]([O:5][CH2:4][CH:3]([CH2:1][CH3:2])[CH2:6][CH2:7][CH2:8][CH3:9])=[O:14]. The yield is 0.950.